Task: Predict the reactants needed to synthesize the given product.. Dataset: Full USPTO retrosynthesis dataset with 1.9M reactions from patents (1976-2016) (1) Given the product [C:1]([C:3]1[CH:39]=[CH:38][C:6]2[NH:7][C:8](=[O:29])[C@@H:9]([NH:21][C:22](=[O:28])[O:23][C:24]([CH3:27])([CH3:25])[CH3:26])[C@H:10]([CH3:20])[N:11]([C:12]([CH:14]3[CH2:19][CH2:18][O:17][CH2:16][CH2:15]3)=[O:13])[C:5]=2[CH:4]=1)#[N:2], predict the reactants needed to synthesize it. The reactants are: [C:1]([C:3]1[CH:39]=[CH:38][C:6]2[N:7](C(C3CCOCC3)=O)[C:8](=[O:29])[C@@H:9]([NH:21][C:22](=[O:28])[O:23][C:24]([CH3:27])([CH3:26])[CH3:25])[C@H:10]([CH3:20])[N:11]([C:12]([CH:14]3[CH2:19][CH2:18][O:17][CH2:16][CH2:15]3)=[O:13])[C:5]=2[CH:4]=1)#[N:2].[OH-].[Na+]. (2) Given the product [C:14]([C:13]1[C:12](=[O:30])[CH:11]=[C:10]([CH2:9][O:8][CH2:1][C:2]2[CH:7]=[CH:6][CH:5]=[CH:4][CH:3]=2)[N:18]([C:19]2[CH:24]=[CH:23][CH:22]=[CH:21][C:20]=2[O:25][C:26]([CH3:29])([CH3:28])[CH3:27])[N:17]=1)(=[O:16])[CH3:15], predict the reactants needed to synthesize it. The reactants are: [CH2:1]([O:8][CH2:9][C:10](=O)[CH2:11][C:12](=[O:30])[C:13](=[N:17][NH:18][C:19]1[CH:24]=[CH:23][CH:22]=[CH:21][C:20]=1[O:25][C:26]([CH3:29])([CH3:28])[CH3:27])[C:14](=[O:16])[CH3:15])[C:2]1[CH:7]=[CH:6][CH:5]=[CH:4][CH:3]=1.C(N(CC)CC)C. (3) Given the product [Br:8][C:9]1[N:14]=[C:13]([C:15]([NH:7][C:2]2[CH:3]=[CH:4][CH:5]=[CH:6][N:1]=2)=[O:16])[C:12]([S:19][CH3:20])=[N:11][CH:10]=1, predict the reactants needed to synthesize it. The reactants are: [N:1]1[CH:6]=[CH:5][CH:4]=[CH:3][C:2]=1[NH2:7].[Br:8][C:9]1[N:14]=[C:13]([C:15](OC)=[O:16])[C:12]([S:19][CH3:20])=[N:11][CH:10]=1. (4) Given the product [Cl:1][C:2]1[CH:7]=[CH:6][C:5]([C:8]2[O:9][CH:10]=[C:11]([CH2:13][O:26][C:22]3[CH:21]=[CH:20][CH:19]=[C:18]4[C:23]=3[CH:24]=[CH:25][C:16]([NH:15][S:27]([C:30]([F:33])([F:32])[F:31])(=[O:29])=[O:28])=[CH:17]4)[N:12]=2)=[CH:4][CH:3]=1, predict the reactants needed to synthesize it. The reactants are: [Cl:1][C:2]1[CH:7]=[CH:6][C:5]([C:8]2[O:9][CH:10]=[C:11]([CH2:13]Cl)[N:12]=2)=[CH:4][CH:3]=1.[NH2:15][C:16]1[CH:25]=[CH:24][C:23]2[C:22]([OH:26])=[CH:21][CH:20]=[CH:19][C:18]=2[CH:17]=1.[S:27](O[S:27]([C:30]([F:33])([F:32])[F:31])(=[O:29])=[O:28])([C:30]([F:33])([F:32])[F:31])(=[O:29])=[O:28]. (5) Given the product [C:1]([N:4]1[C:13]2[C:8](=[CH:9][C:10]([C:14]3[CH:24]=[CH:23][C:17]([C:18]([O:20][CH2:21][CH3:22])=[O:19])=[CH:16][N:15]=3)=[CH:11][CH:12]=2)[C@H:7]([NH:25][C:26]2[CH:31]=[CH:30][CH:29]=[CH:28][N:27]=2)[CH2:6][C@@H:5]1[CH3:33])(=[O:3])[CH3:2], predict the reactants needed to synthesize it. The reactants are: [C:1]([N:4]1[C:13]2[C:8](=[CH:9][C:10]([C:14]3[CH:24]=[CH:23][C:17]([C:18]([O:20][CH2:21][CH3:22])=[O:19])=[CH:16][N:15]=3)=[CH:11][CH:12]=2)[C@H:7]([NH:25][C:26]2[CH:31]=[CH:30][C:29](N)=[CH:28][N:27]=2)[CH2:6][C@@H:5]1[CH3:33])(=[O:3])[CH3:2].N(OCCC(C)C)=O. (6) Given the product [NH2:1][C:23]1[C:18]2[NH:17][CH:16]=[C:15]([C@H:9]3[C@@H:10]([OH:11])[C@H:6]([OH:5])[C@@H:7]([CH2:32][OH:33])[N:8]3[C:25]([O:27][C:28]([CH3:29])([CH3:30])[CH3:31])=[O:26])[C:19]=2[N:20]=[CH:21][N:22]=1, predict the reactants needed to synthesize it. The reactants are: [NH3:1].C([O:5][C@H:6]1[C@H:10]([O:11]C(=O)C)[C@H:9]([C:15]2[C:19]3[N:20]=[CH:21][N:22]=[C:23](Cl)[C:18]=3[NH:17][CH:16]=2)[N:8]([C:25]([O:27][C:28]([CH3:31])([CH3:30])[CH3:29])=[O:26])[C@@H:7]1[CH2:32][O:33]C(=O)C)(=O)C. (7) Given the product [NH2:13][C:14]1[CH:18]=[CH:17][S:16][C:15]=1[C:19]([CH2:21][CH:22]([CH3:24])[CH3:23])=[CH2:20], predict the reactants needed to synthesize it. The reactants are: P(=O)(O)(O)O.CC(C)CC(=O)C.[NH2:13][C:14]1[CH:18]=[CH:17][S:16][C:15]=1/[C:19](=[CH:21]/[CH:22]([CH3:24])[CH3:23])/[CH3:20].NC1C=CSC=1/C(=C\C(C)C)/C. (8) Given the product [Br:1][C:2]1[CH:18]=[CH:17][C:5]([O:6][Si:7]([CH:14]([CH3:16])[CH3:15])([CH:8]([CH3:9])[CH3:10])[CH:11]([CH3:12])[CH3:13])=[C:4]([Cl:19])[C:3]=1[CH2:23][CH3:24], predict the reactants needed to synthesize it. The reactants are: [Br:1][C:2]1[CH:18]=[CH:17][C:5]([O:6][Si:7]([CH:14]([CH3:16])[CH3:15])([CH:11]([CH3:13])[CH3:12])[CH:8]([CH3:10])[CH3:9])=[C:4]([Cl:19])[CH:3]=1.C(=O)=O.[CH3:23][C:24](C)=O.[Li+].CC([N-]C(C)C)C.C(I)C.